Dataset: Peptide-MHC class II binding affinity with 134,281 pairs from IEDB. Task: Regression. Given a peptide amino acid sequence and an MHC pseudo amino acid sequence, predict their binding affinity value. This is MHC class II binding data. (1) The peptide sequence is EGKYFAATQFEPLAA. The MHC is HLA-DQA10101-DQB10501 with pseudo-sequence HLA-DQA10101-DQB10501. The binding affinity (normalized) is 0.472. (2) The peptide sequence is QKRTLSLLQYARYPI. The MHC is DRB1_0901 with pseudo-sequence DRB1_0901. The binding affinity (normalized) is 0.128. (3) The peptide sequence is IEAAASAIQGNVTSI. The MHC is DRB1_0401 with pseudo-sequence DRB1_0401. The binding affinity (normalized) is 0.585. (4) The peptide sequence is AFKVAATAANAAPAN. The MHC is HLA-DQA10101-DQB10501 with pseudo-sequence HLA-DQA10101-DQB10501. The binding affinity (normalized) is 0.0788.